From a dataset of Reaction yield outcomes from USPTO patents with 853,638 reactions. Predict the reaction yield, written as a fraction of the theoretical maximum amount of product (1.0 means a 100% yield; for example, 0.34 means a 34% yield). (1) The reactants are [CH3:1][CH2:2][CH2:3][CH2:4][CH2:5][C@H:6]([OH:25])/[CH:7]=[CH:8]/[C@@H:9]1[C@@H:13]([CH2:14]/[CH:15]=[CH:16]\[CH2:17][CH2:18][CH2:19][C:20]([OH:22])=O)[C@@H:12]([OH:23])[CH2:11][C@H:10]1[OH:24].C(N(CC)CC)C.C(OC(Cl)=O)C.[CH:39]1[C:44]([OH:45])=[CH:43][C:42]2[C:46]([CH2:49][CH2:50][NH2:51])=[CH:47][NH:48][C:41]=2[CH:40]=1.Cl. The catalyst is C(Cl)Cl.C(OCC)(=O)C. The product is [OH:45][C:44]1[CH:43]=[C:42]2[C:41](=[CH:40][CH:39]=1)[NH:48][CH:47]=[C:46]2[CH2:49][CH2:50][NH:51][C:20](=[O:22])[CH2:19][CH2:18][CH2:17]/[CH:16]=[CH:15]\[CH2:14][C@H:13]1[C@@H:12]([OH:23])[CH2:11][C@@H:10]([OH:24])[C@@H:9]1/[CH:8]=[CH:7]/[C@@H:6]([OH:25])[CH2:5][CH2:4][CH2:3][CH2:2][CH3:1]. The yield is 0.680. (2) The yield is 0.910. The catalyst is CO. The reactants are [CH2:1]([N:3]1[C:11]2[CH:10]=[CH:9][CH:8]=[C:7]([CH:12]=O)[C:6]=2[CH:5]=[CH:4]1)[CH3:2].[CH3:14][NH2:15].[BH4-].[Na+].O. The product is [CH2:1]([N:3]1[C:11]2[C:6](=[C:7]([CH2:12][NH:15][CH3:14])[CH:8]=[CH:9][CH:10]=2)[CH:5]=[CH:4]1)[CH3:2].